Dataset: Full USPTO retrosynthesis dataset with 1.9M reactions from patents (1976-2016). Task: Predict the reactants needed to synthesize the given product. Given the product [C:3]([C:5]([O:8][C:9]([N:11]1[CH2:12][CH2:13][CH:14]([CH2:17][C:18]2[N:22]=[C:21]([C:23]3[O:31][C:30]4[CH:29]=[CH:28][N:27]=[CH:26][C:25]=4[CH:24]=3)[O:20][N:19]=2)[CH2:15][CH2:16]1)=[O:10])([CH3:6])[CH3:7])([OH:4])=[O:2], predict the reactants needed to synthesize it. The reactants are: C[O:2][C:3]([C:5]([O:8][C:9]([N:11]1[CH2:16][CH2:15][CH:14]([CH2:17][C:18]2[N:22]=[C:21]([C:23]3[O:31][C:30]4[CH:29]=[CH:28][N:27]=[CH:26][C:25]=4[CH:24]=3)[O:20][N:19]=2)[CH2:13][CH2:12]1)=[O:10])([CH3:7])[CH3:6])=[O:4].O[Li].O.